From a dataset of Peptide-MHC class I binding affinity with 185,985 pairs from IEDB/IMGT. Regression. Given a peptide amino acid sequence and an MHC pseudo amino acid sequence, predict their binding affinity value. This is MHC class I binding data. (1) The peptide sequence is ETKKTMLAL. The MHC is HLA-A02:50 with pseudo-sequence HLA-A02:50. The binding affinity (normalized) is 0.0847. (2) The peptide sequence is TLVPQEHYV. The MHC is HLA-A68:01 with pseudo-sequence HLA-A68:01. The binding affinity (normalized) is 0.0631. (3) The peptide sequence is NNANVYREGV. The MHC is H-2-Db with pseudo-sequence H-2-Db. The binding affinity (normalized) is 0.